This data is from Forward reaction prediction with 1.9M reactions from USPTO patents (1976-2016). The task is: Predict the product of the given reaction. (1) Given the reactants [CH3:1][O:2][C:3]1[CH:10]=[CH:9][CH:8]=[CH:7][C:4]=1[CH:5]=[O:6].Br[C:12]1[CH:17]=[C:16]([O:18][CH3:19])[CH:15]=[C:14]([O:20][CH3:21])[CH:13]=1.C([Li])CCC.O1C2C=CC(C(C3C=C(OC)C=C(OC)C=3)O)=CC=2OCC1, predict the reaction product. The product is: [CH3:19][O:18][C:16]1[CH:17]=[C:12]([CH:5]([C:4]2[CH:7]=[CH:8][CH:9]=[CH:10][C:3]=2[O:2][CH3:1])[OH:6])[CH:13]=[C:14]([O:20][CH3:21])[CH:15]=1. (2) Given the reactants [Cl:1][C:2]1[CH:27]=[CH:26][CH:25]=[C:24]([CH:28]2[CH2:30][CH2:29]2)[C:3]=1[C:4]([N:6]1[C:14]2[C:9](=[CH:10][CH:11]=[C:12]([C:15]([N:17]3[CH2:20][CH:19]([O:21][CH3:22])[CH2:18]3)=[O:16])[CH:13]=2)[C:8](I)=[N:7]1)=[O:5].CC1(C)C(C)(C)OB([C:39]2[CH2:44][CH2:43][CH:42]([C:45]([O:47][C:48]([CH3:51])([CH3:50])[CH3:49])=[O:46])[CH2:41][CH:40]=2)O1.C1COCC1.[O-]P([O-])([O-])=O.[K+].[K+].[K+], predict the reaction product. The product is: [Cl:1][C:2]1[CH:27]=[CH:26][CH:25]=[C:24]([CH:28]2[CH2:30][CH2:29]2)[C:3]=1[C:4]([N:6]1[C:14]2[C:9](=[CH:10][CH:11]=[C:12]([C:15]([N:17]3[CH2:20][CH:19]([O:21][CH3:22])[CH2:18]3)=[O:16])[CH:13]=2)[C:8]([C:39]2[CH2:44][CH2:43][CH:42]([C:45]([O:47][C:48]([CH3:51])([CH3:50])[CH3:49])=[O:46])[CH2:41][CH:40]=2)=[N:7]1)=[O:5]. (3) Given the reactants Cl[C:2]1[C:3]2[CH:10]=[C:9]([CH2:11][C:12]([F:15])([F:14])[F:13])[S:8][C:4]=2[N:5]=[CH:6][N:7]=1.C(N(CC)C(C)C)(C)C.[NH2:25][CH2:26][CH:27]1[CH2:32][CH2:31][N:30]([C:33]([O:35][C:36]([CH3:39])([CH3:38])[CH3:37])=[O:34])[CH2:29][CH2:28]1, predict the reaction product. The product is: [F:13][C:12]([F:15])([F:14])[CH2:11][C:9]1[S:8][C:4]2[N:5]=[CH:6][N:7]=[C:2]([NH:25][CH2:26][CH:27]3[CH2:32][CH2:31][N:30]([C:33]([O:35][C:36]([CH3:39])([CH3:38])[CH3:37])=[O:34])[CH2:29][CH2:28]3)[C:3]=2[CH:10]=1. (4) The product is: [CH2:56]([O:55][P:51](/[CH:42]=[CH:27]/[C:26]1[C:22]([O:14][CH2:15][C:16]2[CH:39]=[CH:38][C:19]([O:20][CH2:21][C:22]3[N:23]=[C:24]([C:28]4[CH:29]=[CH:30][C:31]([C:32]([O:34][CH3:35])=[O:33])=[CH:36][CH:37]=4)[O:25][C:26]=3[CH3:27])=[C:18]([O:40][CH3:41])[CH:17]=2)=[N:23][N:60]([C:63]2[CH:38]=[CH:39][CH:16]=[CH:17][CH:18]=2)[CH:59]=1)([O:52][CH2:53][CH3:54])=[O:58])[CH3:57]. Given the reactants C(C1CN([O:14][CH2:15][C:16]2[CH:39]=[CH:38][C:19]([O:20][CH2:21][C:22]3[N:23]=[C:24]([C:28]4[CH:37]=[CH:36][C:31]([C:32]([O:34][CH3:35])=[O:33])=[CH:30][CH:29]=4)[O:25][C:26]=3[CH3:27])=[C:18]([O:40][CH3:41])[CH:17]=2)N(C2C=CC=CC=2)C=1)=O.[CH2:42]([P:51](=[O:58])([O:55][CH2:56][CH3:57])[O:52][CH2:53][CH3:54])P(=O)(OCC)OCC.[CH3:59][N:60]([CH3:63])C=O.[H-].[Na+], predict the reaction product. (5) Given the reactants [NH:1]1[CH:5]=[CH:4][CH:3]=[C:2]1[CH:6]=[O:7].Cl[CH2:9][C:10]1[CH:15]=[CH:14][C:13]([O:16][CH3:17])=[CH:12][CH:11]=1.C([O-])([O-])=O.[K+].[K+], predict the reaction product. The product is: [CH3:17][O:16][C:13]1[CH:14]=[CH:15][C:10]([CH2:9][N:1]2[CH:5]=[CH:4][CH:3]=[C:2]2[CH:6]=[O:7])=[CH:11][CH:12]=1. (6) Given the reactants [Si:1]([O:8][C@H:9]([CH2:27][OH:28])[C@@H:10]([NH:20][S@:21]([C:23]([CH3:26])([CH3:25])[CH3:24])=[O:22])[CH2:11][C:12]1[CH:17]=[C:16]([F:18])[CH:15]=[C:14]([Cl:19])[CH:13]=1)([C:4]([CH3:7])([CH3:6])[CH3:5])([CH3:3])[CH3:2].C(=O)(O)[O-].[Na+].CC(OI1(OC(C)=O)(OC(C)=O)OC(=O)C2C1=CC=CC=2)=O.S([O-])([O-])(=O)=S.[Na+].[Na+], predict the reaction product. The product is: [Si:1]([O:8][C@H:9]([CH:27]=[O:28])[C@@H:10]([NH:20][S@:21]([C:23]([CH3:26])([CH3:25])[CH3:24])=[O:22])[CH2:11][C:12]1[CH:17]=[C:16]([F:18])[CH:15]=[C:14]([Cl:19])[CH:13]=1)([C:4]([CH3:6])([CH3:7])[CH3:5])([CH3:3])[CH3:2]. (7) Given the reactants [OH:1][C:2]1([C:18]2[CH:23]=[CH:22][CH:21]=[CH:20][CH:19]=2)[CH2:6][CH2:5][CH:4]([N:7]2C(=O)C3C(=CC=CC=3)C2=O)[CH2:3]1.CO.O.NN, predict the reaction product. The product is: [NH2:7][CH:4]1[CH2:5][CH2:6][C:2]([C:18]2[CH:23]=[CH:22][CH:21]=[CH:20][CH:19]=2)([OH:1])[CH2:3]1.